Predict the reactants needed to synthesize the given product. From a dataset of Full USPTO retrosynthesis dataset with 1.9M reactions from patents (1976-2016). (1) Given the product [CH:33]1([N:18]([CH2:17][C:14]2[CH:15]=[N:16][C:11]([C:8]3[CH:9]=[CH:10][C:5]([S:2]([CH3:1])(=[O:3])=[O:4])=[CH:6][CH:7]=3)=[CH:12][CH:13]=2)[CH:19]2[CH2:24][CH2:23][N:22]([C:25]([O:27][C:28]([CH3:31])([CH3:30])[CH3:29])=[O:26])[CH2:21][CH2:20]2)[CH2:36][CH2:35][CH2:34]1, predict the reactants needed to synthesize it. The reactants are: [CH3:1][S:2]([C:5]1[CH:10]=[CH:9][C:8]([C:11]2[N:16]=[CH:15][C:14]([CH2:17][NH:18][CH:19]3[CH2:24][CH2:23][N:22]([C:25]([O:27][C:28]([CH3:31])([CH3:30])[CH3:29])=[O:26])[CH2:21][CH2:20]3)=[CH:13][CH:12]=2)=[CH:7][CH:6]=1)(=[O:4])=[O:3].O.[C:33]1(=O)[CH2:36][CH2:35][CH2:34]1.[BH3-]C#N.[Na+]. (2) Given the product [Cl:8][C:4]1[CH:5]=[CH:6][CH:7]=[C:2]([Cl:1])[C:3]=1[N:9]1[C:13]([CH2:14][O:15][C:20]2[CH:27]=[CH:26][C:23]([C:24]#[N:25])=[C:22]([CH3:28])[CH:21]=2)=[C:12]([CH:16]([CH3:18])[CH3:17])[CH:11]=[N:10]1, predict the reactants needed to synthesize it. The reactants are: [Cl:1][C:2]1[CH:7]=[CH:6][CH:5]=[C:4]([Cl:8])[C:3]=1[N:9]1[C:13]([CH2:14][OH:15])=[C:12]([CH:16]([CH3:18])[CH3:17])[CH:11]=[N:10]1.F[C:20]1[CH:27]=[CH:26][C:23]([C:24]#[N:25])=[C:22]([CH3:28])[CH:21]=1.C(=O)([O-])[O-].[Cs+].[Cs+]. (3) Given the product [CH3:1][N:2]([C:4]1[CH:5]=[CH:6][C:7]([C:10]([C:20]2[CH:25]=[CH:24][CH:23]=[CH:22][CH:21]=2)=[C:11]2[CH:12]=[CH:13][C:14](=[N+:15]([CH3:17])[CH3:16])[CH:18]=[CH:19]2)=[CH:8][CH:9]=1)[CH3:3].[Cl-:26].[NH4+:204].[NH4+:2].[O-:209][Mo:207]([O-:210])(=[O:208])=[O:206], predict the reactants needed to synthesize it. The reactants are: [CH3:1][N:2]([C:4]1[CH:9]=[CH:8][C:7]([C:10]([C:20]2[CH:25]=[CH:24][CH:23]=[CH:22][CH:21]=2)=[C:11]2[CH:19]=[CH:18][C:14](=[N+:15]([CH3:17])[CH3:16])[CH:13]=[CH:12]2)=[CH:6][CH:5]=1)[CH3:3].[Cl-:26].P([O-])([O-])([O-])=O.P(OC[C@H]1O[C@@H](N2C3N=CN=C(N)C=3N=C2)[C@H](O)[C@@H]1O)(OP(OP(O)(O)=O)(O)=O)(=O)O.C1N(CCS(O)(=O)=O)CCN(CCS(O)(=O)=O)C1.C1N(CCS(O)(=O)=O)CCN(CCS(O)(=O)=O)C1.[OH-].[K+].[Mg+2].[Cl-].[Cl-].C(S)[C@@H](O)[C@H](O)CS.CCC(COC(C(N(CC[NH+](C)C)C)=O)(C1C=CC=CC=1)C1C=CC=CC=1)CC.[Cl-].CC1[C@@H](OC([C@H](O)[C@@H](NC(C2C=CC=CC=2)=O)C2C=CC=CC=2)=O)C[C@]2(O)C(C)(C)C=1[C@@H](OC(C)=O)C([C@@]1(C)[C@H]([C@@H]2OC(C2C=CC=CC=2)=O)[C@]2(OC(C)=O)CO[C@@H]2C[C@@H]1O)=O.[NH4+:204].[NH4+].[O-:206][Mo:207]([O-:210])(=[O:209])=[O:208]. (4) Given the product [C:1]([O:4][C@H:5]1[C@@H:18]([O:19][C:20](=[O:22])[CH3:21])[C@H:17]([O:23][C:24](=[O:26])[CH3:25])[C@@H:16]([CH2:27][O:28][C:29](=[O:31])[CH3:30])[O:15][C@@H:6]1[O:7][C:8]1[CH:13]=[CH:12][C:11]([N:46]2[C:47]3[C:43](=[CH:42][C:41]([N+:38]([O-:40])=[O:39])=[CH:49][CH:48]=3)[CH2:44][CH2:45]2)=[CH:10][CH:9]=1)(=[O:3])[CH3:2], predict the reactants needed to synthesize it. The reactants are: [C:1]([O:4][C@H:5]1[C@@H:18]([O:19][C:20](=[O:22])[CH3:21])[C@H:17]([O:23][C:24](=[O:26])[CH3:25])[C@@H:16]([CH2:27][O:28][C:29](=[O:31])[CH3:30])[O:15][C@@H:6]1[O:7][C:8]1[CH:13]=[CH:12][C:11](I)=[CH:10][CH:9]=1)(=[O:3])[CH3:2].C([O-])([O-])=O.[Cs+].[Cs+].[N+:38]([C:41]1[CH:42]=[C:43]2[C:47](=[CH:48][CH:49]=1)[NH:46][CH2:45][CH2:44]2)([O-:40])=[O:39].